This data is from NCI-60 drug combinations with 297,098 pairs across 59 cell lines. The task is: Regression. Given two drug SMILES strings and cell line genomic features, predict the synergy score measuring deviation from expected non-interaction effect. (1) Drug 1: C1=CC=C(C=C1)NC(=O)CCCCCCC(=O)NO. Drug 2: CNC(=O)C1=NC=CC(=C1)OC2=CC=C(C=C2)NC(=O)NC3=CC(=C(C=C3)Cl)C(F)(F)F. Cell line: SR. Synergy scores: CSS=26.0, Synergy_ZIP=-1.08, Synergy_Bliss=-4.35, Synergy_Loewe=-21.0, Synergy_HSA=-7.14. (2) Drug 1: CC(CN1CC(=O)NC(=O)C1)N2CC(=O)NC(=O)C2. Drug 2: C1CCC(CC1)NC(=O)N(CCCl)N=O. Cell line: 786-0. Synergy scores: CSS=28.2, Synergy_ZIP=5.64, Synergy_Bliss=7.85, Synergy_Loewe=4.83, Synergy_HSA=9.90. (3) Drug 1: CC1CCCC2(C(O2)CC(NC(=O)CC(C(C(=O)C(C1O)C)(C)C)O)C(=CC3=CSC(=N3)C)C)C. Drug 2: N.N.Cl[Pt+2]Cl. Cell line: OVCAR-4. Synergy scores: CSS=34.5, Synergy_ZIP=-4.56, Synergy_Bliss=-8.21, Synergy_Loewe=-7.86, Synergy_HSA=-5.36. (4) Drug 1: CCCS(=O)(=O)NC1=C(C(=C(C=C1)F)C(=O)C2=CNC3=C2C=C(C=N3)C4=CC=C(C=C4)Cl)F. Drug 2: CN1C(=O)N2C=NC(=C2N=N1)C(=O)N. Synergy scores: CSS=-2.74, Synergy_ZIP=1.58, Synergy_Bliss=0.0916, Synergy_Loewe=-2.36, Synergy_HSA=-2.36. Cell line: SNB-75. (5) Drug 1: CN(C)N=NC1=C(NC=N1)C(=O)N. Drug 2: CN(CC1=CN=C2C(=N1)C(=NC(=N2)N)N)C3=CC=C(C=C3)C(=O)NC(CCC(=O)O)C(=O)O. Cell line: HCC-2998. Synergy scores: CSS=13.8, Synergy_ZIP=-2.16, Synergy_Bliss=-2.35, Synergy_Loewe=-20.9, Synergy_HSA=-3.61. (6) Drug 1: C1=NC2=C(N=C(N=C2N1C3C(C(C(O3)CO)O)O)F)N. Drug 2: CCC(=C(C1=CC=CC=C1)C2=CC=C(C=C2)OCCN(C)C)C3=CC=CC=C3.C(C(=O)O)C(CC(=O)O)(C(=O)O)O. Cell line: MCF7. Synergy scores: CSS=8.46, Synergy_ZIP=-3.78, Synergy_Bliss=-1.39, Synergy_Loewe=-2.08, Synergy_HSA=-0.179.